Dataset: NCI-60 drug combinations with 297,098 pairs across 59 cell lines. Task: Regression. Given two drug SMILES strings and cell line genomic features, predict the synergy score measuring deviation from expected non-interaction effect. (1) Drug 1: CN1CCC(CC1)COC2=C(C=C3C(=C2)N=CN=C3NC4=C(C=C(C=C4)Br)F)OC. Drug 2: CCC1(CC2CC(C3=C(CCN(C2)C1)C4=CC=CC=C4N3)(C5=C(C=C6C(=C5)C78CCN9C7C(C=CC9)(C(C(C8N6C=O)(C(=O)OC)O)OC(=O)C)CC)OC)C(=O)OC)O.OS(=O)(=O)O. Cell line: NCI-H522. Synergy scores: CSS=53.6, Synergy_ZIP=2.80, Synergy_Bliss=4.86, Synergy_Loewe=-0.197, Synergy_HSA=6.70. (2) Drug 1: COC1=NC(=NC2=C1N=CN2C3C(C(C(O3)CO)O)O)N. Drug 2: CS(=O)(=O)CCNCC1=CC=C(O1)C2=CC3=C(C=C2)N=CN=C3NC4=CC(=C(C=C4)OCC5=CC(=CC=C5)F)Cl. Cell line: HCT116. Synergy scores: CSS=-6.68, Synergy_ZIP=5.43, Synergy_Bliss=3.90, Synergy_Loewe=-7.59, Synergy_HSA=-7.54. (3) Drug 1: CC12CCC3C(C1CCC2OP(=O)(O)O)CCC4=C3C=CC(=C4)OC(=O)N(CCCl)CCCl.[Na+]. Drug 2: CC1C(C(CC(O1)OC2CC(CC3=C2C(=C4C(=C3O)C(=O)C5=C(C4=O)C(=CC=C5)OC)O)(C(=O)CO)O)N)O.Cl. Cell line: OVCAR-4. Synergy scores: CSS=33.9, Synergy_ZIP=0.823, Synergy_Bliss=2.30, Synergy_Loewe=-13.7, Synergy_HSA=2.40. (4) Drug 1: C1=CC=C(C(=C1)C(C2=CC=C(C=C2)Cl)C(Cl)Cl)Cl. Drug 2: CN(C(=O)NC(C=O)C(C(C(CO)O)O)O)N=O. Cell line: SR. Synergy scores: CSS=3.43, Synergy_ZIP=-6.99, Synergy_Bliss=-7.41, Synergy_Loewe=-18.5, Synergy_HSA=-10.4. (5) Drug 1: CN(C)C1=NC(=NC(=N1)N(C)C)N(C)C. Drug 2: CC1=C(C=C(C=C1)C(=O)NC2=CC(=CC(=C2)C(F)(F)F)N3C=C(N=C3)C)NC4=NC=CC(=N4)C5=CN=CC=C5. Cell line: UACC62. Synergy scores: CSS=2.98, Synergy_ZIP=-0.421, Synergy_Bliss=0.783, Synergy_Loewe=-4.95, Synergy_HSA=0.0813. (6) Cell line: EKVX. Drug 2: CS(=O)(=O)OCCCCOS(=O)(=O)C. Synergy scores: CSS=7.33, Synergy_ZIP=-1.72, Synergy_Bliss=0.530, Synergy_Loewe=-5.09, Synergy_HSA=-2.08. Drug 1: C1CN1P(=S)(N2CC2)N3CC3. (7) Drug 1: CCC1(CC2CC(C3=C(CCN(C2)C1)C4=CC=CC=C4N3)(C5=C(C=C6C(=C5)C78CCN9C7C(C=CC9)(C(C(C8N6C=O)(C(=O)OC)O)OC(=O)C)CC)OC)C(=O)OC)O.OS(=O)(=O)O. Drug 2: COC1=C2C(=CC3=C1OC=C3)C=CC(=O)O2. Cell line: SNB-75. Synergy scores: CSS=8.31, Synergy_ZIP=-1.81, Synergy_Bliss=-1.93, Synergy_Loewe=-23.4, Synergy_HSA=-1.12. (8) Drug 1: CC1OCC2C(O1)C(C(C(O2)OC3C4COC(=O)C4C(C5=CC6=C(C=C35)OCO6)C7=CC(=C(C(=C7)OC)O)OC)O)O. Drug 2: C1CN1P(=S)(N2CC2)N3CC3. Cell line: NCI-H522. Synergy scores: CSS=29.6, Synergy_ZIP=-7.96, Synergy_Bliss=-2.99, Synergy_Loewe=0.0521, Synergy_HSA=1.86. (9) Drug 1: CS(=O)(=O)OCCCCOS(=O)(=O)C. Drug 2: CC(C)CN1C=NC2=C1C3=CC=CC=C3N=C2N. Cell line: COLO 205. Synergy scores: CSS=41.7, Synergy_ZIP=-6.31, Synergy_Bliss=-5.72, Synergy_Loewe=-5.24, Synergy_HSA=-6.05. (10) Drug 1: CC1C(C(CC(O1)OC2CC(CC3=C2C(=C4C(=C3O)C(=O)C5=CC=CC=C5C4=O)O)(C(=O)C)O)N)O. Drug 2: CC1C(C(CC(O1)OC2CC(CC3=C2C(=C4C(=C3O)C(=O)C5=C(C4=O)C(=CC=C5)OC)O)(C(=O)CO)O)N)O.Cl. Cell line: HT29. Synergy scores: CSS=54.1, Synergy_ZIP=4.25, Synergy_Bliss=4.09, Synergy_Loewe=5.45, Synergy_HSA=7.40.